This data is from Catalyst prediction with 721,799 reactions and 888 catalyst types from USPTO. The task is: Predict which catalyst facilitates the given reaction. (1) Reactant: [Cl:1][C:2]1[CH:3]=[N+:4]([O-:27])[CH:5]=[C:6]([Cl:26])[C:7]=1[CH2:8][C@@H:9]([C:11]1[CH:16]=[CH:15][C:14]([O:17][CH:18]([F:20])[F:19])=[C:13]([O:21][CH2:22][CH:23]2[CH2:25][CH2:24]2)[CH:12]=1)[OH:10].[N:28]([C:31]1[CH:36]=[CH:35][C:34]([O:37][CH3:38])=[C:33]([O:39][CH3:40])[CH:32]=1)=[C:29]=[O:30]. Product: [Cl:1][C:2]1[CH:3]=[N+:4]([O-:27])[CH:5]=[C:6]([Cl:26])[C:7]=1[CH2:8][C@@H:9]([C:11]1[CH:16]=[CH:15][C:14]([O:17][CH:18]([F:20])[F:19])=[C:13]([O:21][CH2:22][CH:23]2[CH2:25][CH2:24]2)[CH:12]=1)[O:10][C:29](=[O:30])[NH:28][C:31]1[CH:36]=[CH:35][C:34]([O:37][CH3:38])=[C:33]([O:39][CH3:40])[CH:32]=1. The catalyst class is: 64. (2) Reactant: ClC(Cl)(Cl)C(=N)O[CH:5]([C:7]1[CH:8]=[CH:9][C:10]([C:17]([F:20])([F:19])[F:18])=[C:11]2[C:16]=1[N:15]=[CH:14][CH:13]=[CH:12]2)[CH3:6].[F:24][C:25]1[CH:30]=[CH:29][C:28]([C:31]2([CH2:44][OH:45])[CH2:36][CH2:35][N:34]([C:37]([O:39][C:40]([CH3:43])([CH3:42])[CH3:41])=[O:38])[CH2:33][CH2:32]2)=[CH:27][CH:26]=1. Product: [F:24][C:25]1[CH:26]=[CH:27][C:28]([C:31]2([CH2:44][O:45][CH:5]([C:7]3[CH:8]=[CH:9][C:10]([C:17]([F:20])([F:18])[F:19])=[C:11]4[C:16]=3[N:15]=[CH:14][CH:13]=[CH:12]4)[CH3:6])[CH2:32][CH2:33][N:34]([C:37]([O:39][C:40]([CH3:41])([CH3:42])[CH3:43])=[O:38])[CH2:35][CH2:36]2)=[CH:29][CH:30]=1. The catalyst class is: 4. (3) Reactant: [C:1]([N:9]1[C@@H:13]([C:14]2[CH:19]=[CH:18][CH:17]=[CH:16][CH:15]=2)[C@H:12]([C:20]([O:22]CC)=[O:21])[O:11][C:10]1([CH3:26])[CH3:25])(=[O:8])[C:2]1[CH:7]=[CH:6][CH:5]=[CH:4][CH:3]=1.[Li+].[OH-]. Product: [C:1]([N:9]1[C@@H:13]([C:14]2[CH:19]=[CH:18][CH:17]=[CH:16][CH:15]=2)[C@H:12]([C:20]([OH:22])=[O:21])[O:11][C:10]1([CH3:26])[CH3:25])(=[O:8])[C:2]1[CH:7]=[CH:6][CH:5]=[CH:4][CH:3]=1. The catalyst class is: 1. (4) Reactant: [OH-].[Na+].[CH:3]([NH:6][C:7]1[CH:16]=[CH:15][C:14]([N+:17]([O-:19])=[O:18])=[CH:13][C:8]=1[C:9]([O:11]C)=[O:10])([CH3:5])[CH3:4].Cl. Product: [CH:3]([NH:6][C:7]1[CH:16]=[CH:15][C:14]([N+:17]([O-:19])=[O:18])=[CH:13][C:8]=1[C:9]([OH:11])=[O:10])([CH3:5])[CH3:4]. The catalyst class is: 353. (5) Reactant: [O:1]1[CH2:5][CH2:4][NH:3][C:2]1=[O:6].COC1N=C(OC)N=C([O:17][C:18](=O)[C:19]2[CH:24]=[C:23]([CH3:25])[C:22](/[CH:26]=[CH:27]/[S:28]([N:31]3[CH2:47][CH2:46][C:34]4([N:38]=[C:37]([CH:39]5[CH2:44][CH2:43][CH2:42][CH2:41][CH2:40]5)[NH:36][C:35]4=[O:45])[CH2:33][CH2:32]3)(=[O:30])=[O:29])=[C:21]([CH3:48])[CH:20]=2)N=1.C(N(CC)CC)C.O. Product: [CH:39]1([C:37]2[NH:36][C:35](=[O:45])[C:34]3([CH2:33][CH2:32][N:31]([S:28](/[CH:27]=[CH:26]/[C:22]4[C:23]([CH3:25])=[CH:24][C:19]([C:18]([N:3]5[CH2:4][CH2:5][O:1][C:2]5=[O:6])=[O:17])=[CH:20][C:21]=4[CH3:48])(=[O:30])=[O:29])[CH2:47][CH2:46]3)[N:38]=2)[CH2:44][CH2:43][CH2:42][CH2:41][CH2:40]1. The catalyst class is: 10. (6) Reactant: [Br:1][C:2]1[C:3]([O:12][C@H:13]2[CH2:18][CH2:17][C@H:16]([CH:19]([CH3:21])[CH3:20])[CH2:15][CH2:14]2)=[N:4][C:5]([CH3:11])=[C:6]([N+:8]([O-])=O)[CH:7]=1.[Cl-].[NH4+]. Product: [Br:1][C:2]1[CH:7]=[C:6]([NH2:8])[C:5]([CH3:11])=[N:4][C:3]=1[O:12][C@H:13]1[CH2:14][CH2:15][C@H:16]([CH:19]([CH3:20])[CH3:21])[CH2:17][CH2:18]1. The catalyst class is: 314. (7) Reactant: [F:1][C:2]1[CH:9]=[C:8]([N:10]2[C:14]([CH3:15])=[C:13](/[CH:16]=[CH:17]/[C:18]3[CH:23]=[CH:22][C:21]([F:24])=[CH:20][CH:19]=3)[C:12]([CH3:25])=[N:11]2)[CH:7]=[CH:6][C:3]=1[C:4]#[N:5]. Product: [F:1][C:2]1[CH:9]=[C:8]([N:10]2[C:14]([CH3:15])=[C:13]([CH2:16][CH2:17][C:18]3[CH:19]=[CH:20][C:21]([F:24])=[CH:22][CH:23]=3)[C:12]([CH3:25])=[N:11]2)[CH:7]=[CH:6][C:3]=1[C:4]#[N:5]. The catalyst class is: 178.